Dataset: Peptide-MHC class I binding affinity with 185,985 pairs from IEDB/IMGT. Task: Regression. Given a peptide amino acid sequence and an MHC pseudo amino acid sequence, predict their binding affinity value. This is MHC class I binding data. The peptide sequence is YVEKEENMDK. The MHC is HLA-A11:01 with pseudo-sequence HLA-A11:01. The binding affinity (normalized) is 0.290.